Predict which catalyst facilitates the given reaction. From a dataset of Catalyst prediction with 721,799 reactions and 888 catalyst types from USPTO. (1) Reactant: Cl[C:2]1[C:11]([C:12]([OH:14])=[O:13])=[CH:10][C:9]2[C:4](=[CH:5][CH:6]=[C:7]([Cl:15])[CH:8]=2)[N:3]=1.[NH2:16][C@@H:17]([CH2:21][C:22]1[CH:27]=[CH:26][C:25]([O:28][C:29]2[CH:34]=[C:33]([CH3:35])[CH:32]=[CH:31][N:30]=2)=[CH:24][CH:23]=1)[C:18]([OH:20])=[O:19]. Product: [C:18]([C@@H:17]([NH:16][C:2]1[C:11]([C:12]([OH:14])=[O:13])=[CH:10][C:9]2[C:4](=[CH:5][CH:6]=[C:7]([Cl:15])[CH:8]=2)[N:3]=1)[CH2:21][C:22]1[CH:27]=[CH:26][C:25]([O:28][C:29]2[CH:34]=[C:33]([CH3:35])[CH:32]=[CH:31][N:30]=2)=[CH:24][CH:23]=1)([OH:20])=[O:19]. The catalyst class is: 16. (2) Reactant: [NH2:1][C:2]1[CH:10]=[CH:9][CH:8]=[C:7]([CH3:11])[C:3]=1[C:4]([OH:6])=[O:5].C(N(CC)CC)C.[C:19](OC(OCCCC)=O)(OCCCC)=[O:20].C(O)(=O)[CH2:35][C:36]([CH2:41]C(O)=O)([C:38](O)=O)[OH:37]. Product: [CH3:41][C:36]([CH3:35])([O:37][C:19]([NH:1][C:2]1[CH:10]=[CH:9][CH:8]=[C:7]([CH3:11])[C:3]=1[C:4]([OH:6])=[O:5])=[O:20])[CH3:38]. The catalyst class is: 9. (3) Reactant: Cl.Cl[C:3]1[N:8]=[C:7]([NH:9][CH:10]2[CH2:15][C:14]([CH3:17])([CH3:16])[N:13]([CH3:18])[C:12]([CH3:20])([CH3:19])[CH2:11]2)[C:6]([F:21])=[CH:5][N:4]=1.[F:22][C:23]1[CH:28]=[CH:27][C:26]([N:29]2[CH:33]=[N:32][N:31]=[N:30]2)=[CH:25][C:24]=1[NH2:34].[C:35](O)(C(F)(F)F)=[O:36].N1C=CC=NC=1. Product: [NH3:4].[CH3:35][OH:36].[F:21][C:6]1[C:7]([NH:9][CH:10]2[CH2:15][C:14]([CH3:17])([CH3:16])[N:13]([CH3:18])[C:12]([CH3:20])([CH3:19])[CH2:11]2)=[N:8][C:3]([NH:34][C:24]2[CH:25]=[C:26]([N:29]3[CH:33]=[N:32][N:31]=[N:30]3)[CH:27]=[CH:28][C:23]=2[F:22])=[N:4][CH:5]=1. The catalyst class is: 41.